Dataset: Reaction yield outcomes from USPTO patents with 853,638 reactions. Task: Predict the reaction yield, written as a fraction of the theoretical maximum amount of product (1.0 means a 100% yield; for example, 0.34 means a 34% yield). (1) The reactants are [C:1]([C:3]1[CH:10]=[CH:9][C:6]([C:7]#[N:8])=[CH:5][CH:4]=1)#[CH:2].[Cl:11][C:12]1[CH:17]=[CH:16][C:15](I)=[CH:14][CH:13]=1.N1CCC[C@H]1C(O)=O.O=C1O[C@H]([C@H](CO)O)C(O)=C1O.[N-:39]=[N+:40]=[N-:41].[Na+].[O-]S([O-])(=O)=O.[Na+].[Na+]. The catalyst is CS(C)=O.O.[O-]S([O-])(=O)=O.[Cu+2]. The product is [Cl:11][C:12]1[CH:17]=[CH:16][C:15]([N:39]2[CH:2]=[C:1]([C:3]3[CH:10]=[CH:9][C:6]([C:7]#[N:8])=[CH:5][CH:4]=3)[N:41]=[N:40]2)=[CH:14][CH:13]=1. The yield is 0.480. (2) The reactants are [Br:1][C:2]1[CH:3]=[CH:4][C:5](=[O:8])[NH:6][CH:7]=1.[CH3:9][C:10]1([CH3:13])[CH2:12][O:11]1.C([O-])([O-])=O.[K+].[K+]. The catalyst is CN(C=O)C.C(OCC)(=O)C. The product is [Br:1][C:2]1[CH:3]=[CH:4][C:5](=[O:8])[N:6]([CH2:9][C:10]([OH:11])([CH3:13])[CH3:12])[CH:7]=1. The yield is 0.760. (3) The reactants are [Cl:1][C:2]1[CH:3]=[C:4]([CH:8]=[CH:9][CH:10]=1)[C:5](Cl)=[O:6].[CH2:11]([NH:18][C:19]([C:21]1[S:25][C:24]([NH2:26])=[N:23][C:22]=1[CH3:27])=[O:20])[C:12]1[CH:17]=[CH:16][CH:15]=[CH:14][CH:13]=1. No catalyst specified. The product is [CH2:11]([NH:18][C:19]([C:21]1[S:25][C:24]([NH:26][C:5](=[O:6])[C:4]2[CH:8]=[CH:9][CH:10]=[C:2]([Cl:1])[CH:3]=2)=[N:23][C:22]=1[CH3:27])=[O:20])[C:12]1[CH:17]=[CH:16][CH:15]=[CH:14][CH:13]=1. The yield is 0.320.